Dataset: Catalyst prediction with 721,799 reactions and 888 catalyst types from USPTO. Task: Predict which catalyst facilitates the given reaction. Reactant: [CH2:1]([C:3]([C:19]1[CH:24]=[CH:23][C:22]([OH:25])=[C:21]([CH3:26])[CH:20]=1)([C:6]1[CH:11]=[CH:10][C:9]([CH2:12][CH2:13][C:14]([OH:17])([CH3:16])[CH3:15])=[C:8]([CH3:18])[CH:7]=1)[CH2:4][CH3:5])[CH3:2].[F-].[Cs+].C([O-])([O-])=O.[Cs+].[Cs+].[CH2:35]1[O:37][C@H:36]1[CH2:38][OH:39]. Product: [CH2:1]([C:3]([C:19]1[CH:24]=[CH:23][C:22]([O:25][CH2:35][C@@H:36]([OH:37])[CH2:38][OH:39])=[C:21]([CH3:26])[CH:20]=1)([C:6]1[CH:11]=[CH:10][C:9]([CH2:12][CH2:13][C:14]([OH:17])([CH3:15])[CH3:16])=[C:8]([CH3:18])[CH:7]=1)[CH2:4][CH3:5])[CH3:2]. The catalyst class is: 59.